This data is from Reaction yield outcomes from USPTO patents with 853,638 reactions. The task is: Predict the reaction yield, written as a fraction of the theoretical maximum amount of product (1.0 means a 100% yield; for example, 0.34 means a 34% yield). (1) The reactants are [CH3:13][C:12]([O:11][C:9](O[C:9]([O:11][C:12]([CH3:15])([CH3:14])[CH3:13])=[O:10])=[O:10])([CH3:15])[CH3:14].[NH2:16][C:17]1[N:18]([CH3:38])[C:19](=[O:37])[C:20]2([N:36]=1)[CH:33]1[CH:28]([CH2:29][C:30](=[O:34])[CH2:31][CH2:32]1)[O:27][C:26]1[C:21]2=[CH:22][C:23]([Br:35])=[CH:24][CH:25]=1. The catalyst is C(Cl)Cl. The product is [Br:35][C:23]1[CH:22]=[C:21]2[C:26]([O:27][CH:28]3[CH:33]([C:20]42[C:19](=[O:37])[N:18]([CH3:38])[C:17]([NH:16][C:9](=[O:10])[O:11][C:12]([CH3:13])([CH3:14])[CH3:15])=[N:36]4)[CH2:32][CH2:31][C:30](=[O:34])[CH2:29]3)=[CH:25][CH:24]=1. The yield is 0.840. (2) The reactants are [F:1][C:2]1[CH:3]=[C:4]([N:8](CC2C=CC=CC=2)[CH2:9][CH:10]([OH:15])[C:11]([F:14])([F:13])[F:12])[CH:5]=[CH:6][CH:7]=1. The catalyst is CO.[Pd]. The product is [F:1][C:2]1[CH:3]=[C:4]([NH:8][CH2:9][CH:10]([OH:15])[C:11]([F:13])([F:12])[F:14])[CH:5]=[CH:6][CH:7]=1. The yield is 0.980. (3) The reactants are CN(C)C=O.[F:6][C:7]1[CH:12]=[CH:11][C:10]([OH:13])=[CH:9][CH:8]=1.F[C:15]1[CH:22]=[CH:21][C:18]([CH:19]=[O:20])=[CH:17][CH:16]=1.C(=O)([O-])[O-].[K+].[K+]. The catalyst is O. The product is [F:6][C:7]1[CH:12]=[CH:11][C:10]([O:13][C:15]2[CH:22]=[CH:21][C:18]([CH:19]=[O:20])=[CH:17][CH:16]=2)=[CH:9][CH:8]=1. The yield is 0.901. (4) The reactants are [CH:1]1([S:4](Cl)(=[O:6])=[O:5])[CH2:3][CH2:2]1.[NH2:8][C:9]1[C:28]([C:29]2[CH:34]=[CH:33][CH:32]=[C:31]([C:35](=[O:46])[NH:36][C:37]([C:40]3[CH:45]=[CH:44][CH:43]=[CH:42][CH:41]=3)([CH3:39])[CH3:38])[CH:30]=2)=[CH:27][C:12]2[C:13]([C:23]([NH:25][CH3:26])=[O:24])=[C:14]([C:16]3[CH:21]=[CH:20][C:19]([F:22])=[CH:18][CH:17]=3)[O:15][C:11]=2[CH:10]=1. The catalyst is N1C=CC=CC=1. The product is [CH:1]1([S:4]([NH:8][C:9]2[C:28]([C:29]3[CH:34]=[CH:33][CH:32]=[C:31]([C:35](=[O:46])[NH:36][C:37]([C:40]4[CH:41]=[CH:42][CH:43]=[CH:44][CH:45]=4)([CH3:39])[CH3:38])[CH:30]=3)=[CH:27][C:12]3[C:13]([C:23]([NH:25][CH3:26])=[O:24])=[C:14]([C:16]4[CH:17]=[CH:18][C:19]([F:22])=[CH:20][CH:21]=4)[O:15][C:11]=3[CH:10]=2)(=[O:6])=[O:5])[CH2:3][CH2:2]1. The yield is 0.700. (5) The reactants are [CH3:1][C:2]1[C:3]([C:13]([F:16])([F:15])[F:14])=[CH:4][C:5]([N+:10]([O-])=O)=[C:6]([CH:9]=1)[C:7]#[N:8].C(O)C. The catalyst is CO.Cl.[Fe]. The product is [NH2:10][C:5]1[CH:4]=[C:3]([C:13]([F:14])([F:15])[F:16])[C:2]([CH3:1])=[CH:9][C:6]=1[C:7]#[N:8]. The yield is 0.780. (6) The reactants are [Cl:1][C:2]1[C:11]2[NH:10][C:9](=[O:12])[C:8]3[S:13][CH:14]=[CH:15][C:7]=3[C:6]=2[C:5]([C:16]2[CH:21]=[CH:20][C:19]([C@@H:22]([CH3:32])[CH2:23][NH:24]C(=O)OC(C)(C)C)=[CH:18][CH:17]=2)=[C:4]([O:33]C)[CH:3]=1.B(Br)(Br)Br. The product is [ClH:1].[NH2:24][CH2:23][C@@H:22]([C:19]1[CH:18]=[CH:17][C:16]([C:5]2[C:6]3[C:7]4[CH:15]=[CH:14][S:13][C:8]=4[C:9](=[O:12])[NH:10][C:11]=3[C:2]([Cl:1])=[CH:3][C:4]=2[OH:33])=[CH:21][CH:20]=1)[CH3:32]. The yield is 0.300. No catalyst specified. (7) The reactants are Cl.[CH3:2][O:3][CH2:4][CH2:5][N:6]([CH2:26][CH2:27][O:28][CH3:29])[C:7]1[N:12]=[C:11]([CH3:13])[NH:10][C:9]2=[C:14]([C:18]3[CH:23]=[CH:22][C:21]([Cl:24])=[CH:20][C:19]=3[Cl:25])[N:15]=[C:16]([CH3:17])[C:8]=12.COCCNCCOC. The catalyst is ClCCl. The product is [CH3:29][O:28][CH2:27][CH2:26][N:6]([CH2:5][CH2:4][O:3][CH3:2])[C:7]1[N:12]=[C:11]([CH3:13])[NH:10][C:9]2=[C:14]([C:18]3[CH:23]=[CH:22][C:21]([Cl:24])=[CH:20][C:19]=3[Cl:25])[N:15]=[C:16]([CH3:17])[C:8]=12. The yield is 0.480. (8) The reactants are [Cl:1][C:2]1[CH:7]=[CH:6][C:5]([C:8](=[O:21])[CH2:9][N:10]2[C:15](=[O:16])[CH:14]=[CH:13][CH:12]=[C:11]2[C:17]([O:19]C)=[O:18])=[CH:4][CH:3]=1.[OH-].[Na+].Cl. The catalyst is CO.O. The product is [Cl:1][C:2]1[CH:7]=[CH:6][C:5]([C:8](=[O:21])[CH2:9][N:10]2[C:15](=[O:16])[CH:14]=[CH:13][CH:12]=[C:11]2[C:17]([OH:19])=[O:18])=[CH:4][CH:3]=1. The yield is 0.800. (9) The reactants are [CH:1]1[C:10]2[C:5](=[CH:6][CH:7]=[CH:8][CH:9]=2)[CH:4]=[C:3]([C:11]([OH:13])=O)[N:2]=1.CN(C(ON1N=NC2C=CC=CC1=2)=[N+](C)C)C.F[P-](F)(F)(F)(F)F.CCN(C(C)C)C(C)C.[CH3:47][O:48][C:49]([C:51]1[C:59]2[N:58]=[C:57]([NH2:60])[N:56]([CH2:61][C:62]3[CH:67]=[CH:66][CH:65]=[CH:64][CH:63]=3)[C:55]=2[CH:54]=[CH:53][CH:52]=1)=[O:50]. The catalyst is CN(C=O)C. The product is [CH3:47][O:48][C:49]([C:51]1[C:59]2[N:58]=[C:57]([NH:60][C:11]([C:3]3[N:2]=[CH:1][C:10]4[C:5]([CH:4]=3)=[CH:6][CH:7]=[CH:8][CH:9]=4)=[O:13])[N:56]([CH2:61][C:62]3[CH:67]=[CH:66][CH:65]=[CH:64][CH:63]=3)[C:55]=2[CH:54]=[CH:53][CH:52]=1)=[O:50]. The yield is 0.730. (10) The product is [Cl:1][C:2]1[CH:7]=[C:6]([CH2:8][C:9]2[C:14](=[O:15])[N:13]([C:35]3[CH:36]=[CH:37][C:31]4[O:30][C:29]([CH3:41])([CH3:28])[CH2:33][C:32]=4[CH:34]=3)[C:12]([CH3:16])=[N:11][C:10]=2[CH2:17][CH2:18][CH3:19])[CH:5]=[CH:4][C:3]=1[C:20]1[CH:25]=[CH:24][CH:23]=[CH:22][C:21]=1[C:26]1[NH:44][C:55](=[O:57])[O:58][N:27]=1. The reactants are [Cl:1][C:2]1[CH:7]=[C:6]([CH2:8][C:9]2[C:14](=[O:15])[NH:13][C:12]([CH3:16])=[N:11][C:10]=2[CH2:17][CH2:18][CH3:19])[CH:5]=[CH:4][C:3]=1[C:20]1[C:21]([C:26]#[N:27])=[CH:22][CH:23]=[CH:24][CH:25]=1.[CH3:28][C:29]1([CH3:41])[CH2:33][C:32]2[CH:34]=[C:35](B(O)O)[CH:36]=[CH:37][C:31]=2[O:30]1.C([N:44](CC)CC)C.N1C=CC=CC=1.[C:55]([O:58]CC)(=[O:57])C. The yield is 0.750. The catalyst is ClCCl.C([O-])(=O)C.[Cu+2].C([O-])(=O)C.